Binary Classification. Given a T-cell receptor sequence (or CDR3 region) and an epitope sequence, predict whether binding occurs between them. From a dataset of TCR-epitope binding with 47,182 pairs between 192 epitopes and 23,139 TCRs. (1) The epitope is ILHCANFNV. The TCR CDR3 sequence is CASSPNSWGEQYF. Result: 1 (the TCR binds to the epitope). (2) The epitope is HTTDPSFLGRY. The TCR CDR3 sequence is CASSSGQEAFF. Result: 1 (the TCR binds to the epitope). (3) The epitope is AVFDRKSDAK. The TCR CDR3 sequence is CASSSSRGQGTQETQYF. Result: 1 (the TCR binds to the epitope).